From a dataset of Reaction yield outcomes from USPTO patents with 853,638 reactions. Predict the reaction yield, written as a fraction of the theoretical maximum amount of product (1.0 means a 100% yield; for example, 0.34 means a 34% yield). The reactants are C1(P(C2C=CC=CC=2)C2C=CC=CC=2)C=CC=CC=1.BrN1C(=O)CCC1=O.[Cl:28][C:29]1[CH:30]=[C:31]([C@@H:39]([CH2:43][CH:44]2[CH2:48][CH2:47][CH2:46][CH2:45]2)[C:40]([OH:42])=O)[CH:32]=[CH:33][C:34]=1[S:35]([CH3:38])(=[O:37])=[O:36].[NH2:49][C:50]1[CH:55]=[CH:54][CH:53]=[CH:52][N:51]=1.N1C=CC=CC=1. The catalyst is C(Cl)Cl.O. The product is [Cl:28][C:29]1[CH:30]=[C:31]([C@@H:39]([CH2:43][CH:44]2[CH2:48][CH2:47][CH2:46][CH2:45]2)[C:40]([NH:49][C:50]2[CH:55]=[CH:54][CH:53]=[CH:52][N:51]=2)=[O:42])[CH:32]=[CH:33][C:34]=1[S:35]([CH3:38])(=[O:36])=[O:37]. The yield is 0.815.